From a dataset of Full USPTO retrosynthesis dataset with 1.9M reactions from patents (1976-2016). Predict the reactants needed to synthesize the given product. (1) Given the product [CH2:1]([O:3][C:4](=[O:32])[CH:5]([O:31][CH2:33][CH3:34])[CH2:6][C:7]1[CH:12]=[CH:11][C:10]([O:13][CH2:14][CH2:15][CH2:16][O:17][C:18]2[CH:19]=[CH:20][C:21]([O:24][C:25]3[CH:26]=[CH:27][CH:28]=[CH:29][CH:30]=3)=[CH:22][CH:23]=2)=[CH:9][CH:8]=1)[CH3:2], predict the reactants needed to synthesize it. The reactants are: [CH2:1]([O:3][C:4](=[O:32])[C@@H:5]([OH:31])[CH2:6][C:7]1[CH:12]=[CH:11][C:10]([O:13][CH2:14][CH2:15][CH2:16][O:17][C:18]2[CH:23]=[CH:22][C:21]([O:24][C:25]3[CH:30]=[CH:29][CH:28]=[CH:27][CH:26]=3)=[CH:20][CH:19]=2)=[CH:9][CH:8]=1)[CH3:2].[CH2:33](I)[CH3:34]. (2) Given the product [F:17][C:15]1[CH:16]=[C:2]([CH3:19])[CH:3]=[C:4]([F:18])[C:5]=1[O:6][C:7]([CH3:14])([CH3:13])[C:8]([O:10][CH2:11][CH3:12])=[O:9], predict the reactants needed to synthesize it. The reactants are: Br[C:2]1[CH:16]=[C:15]([F:17])[C:5]([O:6][C:7]([CH3:14])([CH3:13])[C:8]([O:10][CH2:11][CH3:12])=[O:9])=[C:4]([F:18])[CH:3]=1.[C:19](=O)([O-])[O-].[Na+].[Na+]. (3) Given the product [Cl:21][C:2]1[CH:3]=[CH:4][C:5]([N+:10]([O-:12])=[O:11])=[C:6]([CH2:8][CH3:9])[CH:7]=1, predict the reactants needed to synthesize it. The reactants are: N[C:2]1[CH:3]=[CH:4][C:5]([N+:10]([O-:12])=[O:11])=[C:6]([CH2:8][CH3:9])[CH:7]=1.N([O-])=O.[Na+].NC(N)=O.[ClH:21]. (4) Given the product [Cl:1][C:2]1[CH:3]=[C:4]([C:5]2[S:19][C:17]([NH2:18])=[N:15][N:16]=2)[CH:8]=[CH:9][C:10]=1[O:11][CH:12]([CH3:14])[CH3:13], predict the reactants needed to synthesize it. The reactants are: [Cl:1][C:2]1[CH:3]=[C:4]([CH:8]=[CH:9][C:10]=1[O:11][CH:12]([CH3:14])[CH3:13])[C:5](O)=O.[NH:15]([C:17](=[S:19])[NH2:18])[NH2:16].P(Cl)(Cl)(Cl)=O.[OH-].[Na+]. (5) Given the product [CH:1](=[N:9]/[OH:10])/[C:2]1[CH:7]=[CH:6][CH:5]=[CH:4][CH:3]=1, predict the reactants needed to synthesize it. The reactants are: [CH:1](=O)[C:2]1[CH:7]=[CH:6][CH:5]=[CH:4][CH:3]=1.[NH2:9][OH:10].Cl.[OH-].[Na+]. (6) Given the product [Si:1]([O:8][C:9]1[CH:10]=[CH:11][C:12]([C:15]2[N:16]=[C:17]([CH2:22][CH2:23][C:24]3[CH:29]=[CH:28][CH:27]=[CH:26][CH:25]=3)[C:18]([NH2:21])=[N:19][CH:20]=2)=[CH:13][CH:14]=1)([C:4]([CH3:7])([CH3:5])[CH3:6])([CH3:2])[CH3:3], predict the reactants needed to synthesize it. The reactants are: [Si:1]([O:8][C:9]1[CH:14]=[CH:13][C:12]([C:15]2[N:16]=[C:17]([C:22]#[C:23][C:24]3[CH:29]=[CH:28][CH:27]=[CH:26][CH:25]=3)[C:18]([NH2:21])=[N:19][CH:20]=2)=[CH:11][CH:10]=1)([C:4]([CH3:7])([CH3:6])[CH3:5])([CH3:3])[CH3:2].[H][H].ClCCl.